This data is from Reaction yield outcomes from USPTO patents with 853,638 reactions. The task is: Predict the reaction yield, written as a fraction of the theoretical maximum amount of product (1.0 means a 100% yield; for example, 0.34 means a 34% yield). (1) The product is [Br:1][C:2]1[CH:7]=[CH:6][C:5]([Br:8])=[CH:4][C:3]=1[O:12][CH2:11][CH2:10][OH:13]. The reactants are [Br:1][C:2]1[CH:7]=[CH:6][C:5]([Br:8])=[CH:4][C:3]=1F.[CH2:10]([OH:13])[CH2:11][OH:12].CC([O-])(C)C.[K+].O. The yield is 0.800. The catalyst is CN1C(=O)CCC1. (2) The reactants are Cl.[S:2]1[C:10]2[C:5](=[N:6][CH:7]=[CH:8][CH:9]=2)[N:4]=[C:3]1[O:11][C:12]1[CH:27]=[CH:26][C:15]2[CH:16]=[C:17]([CH2:19][N:20]3[CH2:24][CH2:23][CH:22]([NH2:25])[CH2:21]3)[O:18][C:14]=2[CH:13]=1.CCN(C(C)C)C(C)C.[C:37](Cl)(=[O:42])[C:38]([CH3:41])([CH3:40])[CH3:39]. The catalyst is C(Cl)Cl. The product is [CH:14]([OH:18])=[O:42].[CH3:39][C:38]([CH3:41])([CH3:40])[C:37]([NH:25][CH:22]1[CH2:23][CH2:24][N:20]([CH2:19][C:17]2[O:18][C:14]3[CH:13]=[C:12]([O:11][C:3]4[S:2][C:10]5[C:5]([N:4]=4)=[N:6][CH:7]=[CH:8][CH:9]=5)[CH:27]=[CH:26][C:15]=3[CH:16]=2)[CH2:21]1)=[O:42]. The yield is 0.400. (3) The reactants are [C:1]1([C:9]2[CH:14]=[CH:13][CH:12]=[CH:11][CH:10]=2)[CH:6]=[CH:5][C:4]([CH:7]=O)=[CH:3][CH:2]=1.[CH3:15][O:16][C:17](=[O:38])[CH:18]=P(C1C=CC=CC=1)(C1C=CC=CC=1)C1C=CC=CC=1. The catalyst is CC#N. The product is [CH3:15][O:16][C:17](=[O:38])[CH:18]=[CH:7][C:4]1[CH:5]=[CH:6][C:1]([C:9]2[CH:14]=[CH:13][CH:12]=[CH:11][CH:10]=2)=[CH:2][CH:3]=1. The yield is 0.980. (4) The reactants are [CH3:1][N:2]1[C:6]([C:7]2[CH:8]=[C:9]([NH2:23])[CH:10]=[CH:11][C:12]=2[O:13][CH2:14][CH2:15][N:16]2[CH2:22][CH2:21][CH2:20][O:19][CH2:18][CH2:17]2)=[CH:5][CH:4]=[N:3]1.Cl[C:25]([O:27][CH:28]([CH3:30])[CH3:29])=[O:26]. The catalyst is CC(N(C)C)=O.CS(C)=O. The product is [CH:28]([O:27][C:25](=[O:26])[NH:23][C:9]1[CH:10]=[CH:11][C:12]([O:13][CH2:14][CH2:15][N:16]2[CH2:22][CH2:21][CH2:20][O:19][CH2:18][CH2:17]2)=[C:7]([C:6]2[N:2]([CH3:1])[N:3]=[CH:4][CH:5]=2)[CH:8]=1)([CH3:30])[CH3:29]. The yield is 0.800. (5) The reactants are [CH:1]([C:3]1[CH:18]=[CH:17][C:6]([O:7][C:8]2[N:9]=[CH:10][C:11]([C:14]([NH2:16])=[O:15])=[N:12][CH:13]=2)=[CH:5][CH:4]=1)=O.[O:19]1[CH2:24][CH2:23][CH:22]([CH2:25][CH2:26][NH2:27])[CH2:21][CH2:20]1.[BH4-].[Na+]. The catalyst is CO. The product is [O:19]1[CH2:24][CH2:23][CH:22]([CH2:25][CH2:26][NH:27][CH2:1][C:3]2[CH:18]=[CH:17][C:6]([O:7][C:8]3[N:9]=[CH:10][C:11]([C:14]([NH2:16])=[O:15])=[N:12][CH:13]=3)=[CH:5][CH:4]=2)[CH2:21][CH2:20]1. The yield is 0.372. (6) The reactants are C[N:2]1[C:6]([C:7]([F:10])([F:9])[F:8])=[CH:5][C:4]([NH:11][C:12](=[O:20])OC2C=CC=CC=2)=[N:3]1.[CH3:21][O:22][C:23]1[CH:24]=[C:25]2[C:30](=[CH:31][C:32]=1[O:33][CH2:34][CH2:35][O:36][CH3:37])[N:29]=[CH:28][N:27]=[C:26]2[S:38][C:39]1[CH:40]=[C:41]([CH:43]=[CH:44][CH:45]=1)[NH2:42].[CH:46](N(CC)C(C)C)(C)C. The catalyst is C1COCC1. The product is [CH3:21][O:22][C:23]1[CH:24]=[C:25]2[C:30](=[CH:31][C:32]=1[O:33][CH2:34][CH2:35][O:36][CH3:37])[N:29]=[CH:28][N:27]=[C:26]2[S:38][C:39]1[CH:40]=[C:41]([NH:42][C:12]([NH:11][C:4]2[N:3]([CH3:46])[N:2]=[C:6]([C:7]([F:8])([F:9])[F:10])[CH:5]=2)=[O:20])[CH:43]=[CH:44][CH:45]=1. The yield is 0.0700.